This data is from Forward reaction prediction with 1.9M reactions from USPTO patents (1976-2016). The task is: Predict the product of the given reaction. (1) Given the reactants C([O:3][C:4]([C:6]1[NH:10][C:9]2[CH:11]=[C:12]([C:14]3[CH:19]=[CH:18][C:17]([O:20][CH:21]([CH3:23])[CH3:22])=[CH:16][CH:15]=3)[S:13][C:8]=2[CH:7]=1)=[O:5])C.Br[C:25]1[CH:30]=[CH:29][C:28]([CH3:31])=[C:27]([N+:32]([O-:34])=[O:33])[CH:26]=1, predict the reaction product. The product is: [CH:21]([O:20][C:17]1[CH:18]=[CH:19][C:14]([C:12]2[S:13][C:8]3[CH:7]=[C:6]([C:4]([OH:3])=[O:5])[N:10]([C:25]4[CH:30]=[CH:29][C:28]([CH3:31])=[C:27]([N+:32]([O-:34])=[O:33])[CH:26]=4)[C:9]=3[CH:11]=2)=[CH:15][CH:16]=1)([CH3:22])[CH3:23]. (2) Given the reactants C([O:5][C:6](=[O:51])[C:7]1[CH:12]=[CH:11][CH:10]=[C:9]([CH2:13][CH:14]([NH:28][C:29](=[O:48])[CH2:30][N:31]2[CH2:36][CH2:35][N:34]([C:37](=[O:47])[CH2:38][NH:39]C(OC(C)(C)C)=O)[CH2:33][CH2:32]2)[B:15]2[O:23]C3C(C)(C4CC(C3)C4(C)C)[O:16]2)[C:8]=1OC)(C)(C)C.B(Cl)(Cl)Cl, predict the reaction product. The product is: [NH2:39][CH2:38][C:37]([N:34]1[CH2:33][CH2:32][N:31]([CH2:30][C:29]([NH:28][CH:14]2[CH2:13][C:9]3[CH:10]=[CH:11][CH:12]=[C:7]([C:6]([OH:5])=[O:51])[C:8]=3[O:23][B:15]2[OH:16])=[O:48])[CH2:36][CH2:35]1)=[O:47]. (3) Given the reactants Br[C:2]1[CH:7]=[CH:6][C:5]([O:8][C:9]([F:15])([F:14])[C:10]([F:13])([F:12])[F:11])=[CH:4][CH:3]=1.[C:16](=[N:29][NH2:30])([C:23]1[CH:28]=[CH:27][CH:26]=[CH:25][CH:24]=1)[C:17]1[CH:22]=[CH:21][CH:20]=[CH:19][CH:18]=1.C1(P(C2C=CC=CC=2)C2C=CC3C(=CC=CC=3)C=2C2C3C(=CC=CC=3)C=CC=2P(C2C=CC=CC=2)C2C=CC=CC=2)C=CC=CC=1.O=O.CC(C)([O-])C.[Na+], predict the reaction product. The product is: [C:17]1([C:16]([C:23]2[CH:28]=[CH:27][CH:26]=[CH:25][CH:24]=2)=[N:29][NH:30][C:2]2[CH:7]=[CH:6][C:5]([O:8][C:9]([F:15])([F:14])[C:10]([F:13])([F:12])[F:11])=[CH:4][CH:3]=2)[CH:18]=[CH:19][CH:20]=[CH:21][CH:22]=1. (4) Given the reactants [H-].[Na+].[OH:3][CH2:4][CH2:5][C:6]1[N:7]([CH2:11][CH2:12][CH2:13][CH2:14][C:15]2[CH:20]=[CH:19][C:18]([OH:21])=[CH:17][CH:16]=2)[CH:8]=[CH:9][N:10]=1.Cl[CH2:23][C:24]1[N:25]=[C:26](/[CH:29]=[CH:30]/[C:31]2[CH:36]=[CH:35][C:34]([CH2:37][CH3:38])=[CH:33][CH:32]=2)[O:27][CH:28]=1.O, predict the reaction product. The product is: [CH2:37]([C:34]1[CH:35]=[CH:36][C:31](/[CH:30]=[CH:29]/[C:26]2[O:27][CH:28]=[C:24]([CH2:23][O:21][C:18]3[CH:17]=[CH:16][C:15]([CH2:14][CH2:13][CH2:12][CH2:11][N:7]4[CH:8]=[CH:9][N:10]=[C:6]4[CH2:5][CH2:4][OH:3])=[CH:20][CH:19]=3)[N:25]=2)=[CH:32][CH:33]=1)[CH3:38].